This data is from Forward reaction prediction with 1.9M reactions from USPTO patents (1976-2016). The task is: Predict the product of the given reaction. (1) Given the reactants C(N1C=CN=C1)(N1C=CN=C1)=O.[CH2:13]([O:20][C:21]1[C:26](=[O:27])[CH:25]=[C:24]([CH3:28])[O:23][C:22]=1[C:29]([OH:31])=O)[C:14]1[CH:19]=[CH:18][CH:17]=[CH:16][CH:15]=1.[CH:32]1([NH2:38])[CH2:37][CH2:36][CH2:35][CH2:34][CH2:33]1, predict the reaction product. The product is: [CH:32]1([NH:38][C:29]([C:22]2[O:23][C:24]([CH3:28])=[CH:25][C:26](=[O:27])[C:21]=2[O:20][CH2:13][C:14]2[CH:15]=[CH:16][CH:17]=[CH:18][CH:19]=2)=[O:31])[CH2:37][CH2:36][CH2:35][CH2:34][CH2:33]1. (2) Given the reactants I[C:2]1[CH:3]=[C:4]([O:8][CH3:9])[CH:5]=[CH:6][CH:7]=1.[CH:10]([C:13]1[CH:18]=[CH:17][CH:16]=[CH:15][C:14]=1[SH:19])([CH3:12])[CH3:11].C([O-])([O-])=O.[K+].[K+].C(O)CO, predict the reaction product. The product is: [CH:10]([C:13]1[CH:18]=[CH:17][CH:16]=[CH:15][C:14]=1[S:19][C:2]1[CH:3]=[C:4]([O:8][CH3:9])[CH:5]=[CH:6][CH:7]=1)([CH3:12])[CH3:11].